Task: Predict the reactants needed to synthesize the given product.. Dataset: Full USPTO retrosynthesis dataset with 1.9M reactions from patents (1976-2016) (1) Given the product [Cl:12][C:5]1[CH:4]=[C:3]([C:18]2[CH:17]=[CH:16][CH:15]=[C:14]([Cl:13])[CH:19]=2)[N:8]=[C:7]2[CH2:9][CH2:10][CH2:11][C:6]=12, predict the reactants needed to synthesize it. The reactants are: Cl.Cl[C:3]1[N:8]=[C:7]2[CH2:9][CH2:10][CH2:11][C:6]2=[C:5]([Cl:12])[CH:4]=1.[Cl:13][C:14]1[CH:15]=[C:16](B(O)O)[CH:17]=[CH:18][CH:19]=1.C([O-])([O-])=O.[K+].[K+].C1(C)C=CC=CC=1. (2) The reactants are: [K].[C:2]([C:4](=[CH:9][CH:10]([CH3:12])[CH3:11])[CH2:5][C:6]([OH:8])=[O:7])#[N:3]. Given the product [C:2]([C@@H:4]([CH2:9][CH:10]([CH3:12])[CH3:11])[CH2:5][C:6]([OH:8])=[O:7])#[N:3], predict the reactants needed to synthesize it. (3) Given the product [N:8]1[C:9]2[CH:16]=[CH:15][CH:14]=[CH:13][C:10]=2[CH2:11][S:12][C:7]=1[NH:6][C:4]([NH:3][CH2:1][CH3:2])=[S:5], predict the reactants needed to synthesize it. The reactants are: [CH2:1]([N:3]=[C:4]=[S:5])[CH3:2].[NH2:6][C:7]1[S:12][CH2:11][C:10]2[CH:13]=[CH:14][CH:15]=[CH:16][C:9]=2[N:8]=1.C(Cl)Cl.